From a dataset of Full USPTO retrosynthesis dataset with 1.9M reactions from patents (1976-2016). Predict the reactants needed to synthesize the given product. (1) Given the product [NH2:8][C@H:9]1[CH2:10][CH2:11][C@H:12]([CH:15]2[CH2:28][C:27]3[C:26]4[C:21](=[CH:22][CH:23]=[C:24]([OH:29])[CH:25]=4)[N:20]=[CH:19][C:18]=3[O:17][CH2:16]2)[CH2:13][CH2:14]1, predict the reactants needed to synthesize it. The reactants are: Br.C(OC(=O)[NH:8][C@H:9]1[CH2:14][CH2:13][C@H:12]([CH:15]2[CH2:28][C:27]3[C:26]4[C:21](=[CH:22][CH:23]=[C:24]([O:29]C)[CH:25]=4)[N:20]=[CH:19][C:18]=3[O:17][CH2:16]2)[CH2:11][CH2:10]1)(C)(C)C. (2) Given the product [C:18]([C:3]1[CH:2]=[CH:1][C:13]2[NH:12][C:11]3[C:6]([C:5]=2[CH:4]=1)=[CH:7][C:8]([C:5]([CH3:6])([CH3:13])[CH3:4])=[CH:9][CH:10]=3)([CH3:21])([CH3:20])[CH3:19], predict the reactants needed to synthesize it. The reactants are: [CH:1]1[C:13]2[NH:12][C:11]3[C:6](=[CH:7][CH:8]=[CH:9][CH:10]=3)[C:5]=2[CH:4]=[CH:3][CH:2]=1.[N+](C)([O-])=O.[C:18](Cl)([CH3:21])([CH3:20])[CH3:19].